This data is from Forward reaction prediction with 1.9M reactions from USPTO patents (1976-2016). The task is: Predict the product of the given reaction. (1) Given the reactants [CH3:1][C:2]1[C:10]([C:11]2[N:15]([CH3:16])[N:14]=[CH:13][CH:12]=2)=[CH:9][CH:8]=[CH:7][C:3]=1[C:4]([OH:6])=[O:5].C(O)(=O)C.[F:21][B-](F)(F)F.F[B-](F)(F)F.ClC[N+]12CC[N+](F)(CC1)CC2, predict the reaction product. The product is: [F:21][C:12]1[CH:13]=[N:14][N:15]([CH3:16])[C:11]=1[C:10]1[C:2]([CH3:1])=[C:3]([CH:7]=[CH:8][CH:9]=1)[C:4]([OH:6])=[O:5]. (2) Given the reactants [NH2:1][C:2]1[C:3]([CH3:13])=[C:4]([CH:9]=[C:10]([Br:12])[CH:11]=1)[C:5]([O:7][CH3:8])=[O:6].O=[C:15]1[CH2:20][CH2:19][CH:18]([NH:21][C:22](=[O:28])[O:23][C:24]([CH3:27])([CH3:26])[CH3:25])[CH2:17][CH2:16]1.C(O)(=O)C.C([BH3-])#N.[Na+], predict the reaction product. The product is: [Br:12][C:10]1[CH:11]=[C:2]([NH:1][CH:15]2[CH2:16][CH2:17][CH:18]([NH:21][C:22]([O:23][C:24]([CH3:27])([CH3:26])[CH3:25])=[O:28])[CH2:19][CH2:20]2)[C:3]([CH3:13])=[C:4]([CH:9]=1)[C:5]([O:7][CH3:8])=[O:6].